From a dataset of Full USPTO retrosynthesis dataset with 1.9M reactions from patents (1976-2016). Predict the reactants needed to synthesize the given product. (1) Given the product [NH:38]1[CH:39]=[CH:40][N:41]=[C:37]1[C:34]1[CH:35]=[CH:36][C:31]([C:2]2[CH:3]=[N:4][N:5]3[CH:10]=[CH:9][C:8]([N:11]4[C@@H:15]([C:16]5[CH:21]=[CH:20][CH:19]=[CH:18][CH:17]=5)[CH2:14][O:13][C:12]4=[O:22])=[N:7][C:6]=23)=[CH:32][CH:33]=1, predict the reactants needed to synthesize it. The reactants are: Br[C:2]1[CH:3]=[N:4][N:5]2[CH:10]=[CH:9][C:8]([N:11]3[C@@H:15]([C:16]4[CH:21]=[CH:20][CH:19]=[CH:18][CH:17]=4)[CH2:14][O:13][C:12]3=[O:22])=[N:7][C:6]=12.CC1(C)C(C)(C)OB([C:31]2[CH:36]=[CH:35][C:34]([C:37]3[N:38](COCC[Si](C)(C)C)[CH:39]=[CH:40][N:41]=3)=[CH:33][CH:32]=2)O1.C([O-])([O-])=O.[Na+].[Na+].C1(P(C2CCCCC2)C2C=CC=CC=2C2C(C(C)C)=CC(C(C)C)=CC=2C(C)C)CCCCC1.FC(F)(F)C(O)=O. (2) Given the product [C:34]([N:2]1[CH2:7][CH2:6][CH2:5][C@@H:4]([NH:8][C:9]([C:11]2[C:15]3[N:16]=[CH:17][N:18]=[C:19]([C:20]4[CH:25]=[C:24]([O:26][CH3:27])[C:23]([F:28])=[CH:22][C:21]=4[O:29][CH2:30][CH:31]4[CH2:32][CH2:33]4)[C:14]=3[NH:13][CH:12]=2)=[O:10])[CH2:3]1)(=[O:36])[CH3:35], predict the reactants needed to synthesize it. The reactants are: Cl.[NH:2]1[CH2:7][CH2:6][CH2:5][C@@H:4]([NH:8][C:9]([C:11]2[C:15]3[N:16]=[CH:17][N:18]=[C:19]([C:20]4[CH:25]=[C:24]([O:26][CH3:27])[C:23]([F:28])=[CH:22][C:21]=4[O:29][CH2:30][CH:31]4[CH2:33][CH2:32]4)[C:14]=3[NH:13][CH:12]=2)=[O:10])[CH2:3]1.[C:34](Cl)(=[O:36])[CH3:35]. (3) The reactants are: [C:1]([O:5][C:6]([N:8]1[CH2:13][CH2:12][C:11](O)([C:14]2[CH:15]=[CH:16][CH:17]=[C:18]3[C:22]=2[NH:21][CH:20]=[CH:19]3)[CH2:10][CH2:9]1)=[O:7])([CH3:4])([CH3:3])[CH3:2].O=P(Cl)(Cl)Cl. Given the product [C:1]([O:5][C:6]([N:8]1[CH2:9][CH:10]=[C:11]([C:14]2[CH:15]=[CH:16][CH:17]=[C:18]3[C:22]=2[NH:21][CH:20]=[CH:19]3)[CH2:12][CH2:13]1)=[O:7])([CH3:4])([CH3:2])[CH3:3], predict the reactants needed to synthesize it. (4) The reactants are: C([N:4]1[CH2:9][CH2:8][N:7]([CH:10]2[CH2:15][CH2:14][CH:13]([N:16]3[C:20]4=[N:21][CH:22]=[N:23][C:24]([NH:25]C(=O)OC(C)(C)C)=[C:19]4[C:18]([C:33]4[CH:38]=[CH:37][C:36](OC5C=CC=CC=5)=[C:35]([NH2:46])[CH:34]=4)=[N:17]3)[CH2:12][CH2:11]2)[CH2:6][CH2:5]1)(=O)C.[C:47](Cl)(=[O:50])[CH:48]=[CH2:49].[F:52][C:53]([F:58])([F:57])[C:54]([OH:56])=[O:55]. Given the product [NH2:25][C:24]1[N:23]=[CH:22][N:21]=[C:20]2[N:16]([CH:13]3[CH2:12][CH2:11][CH:10]([N:7]4[CH2:6][CH2:5][NH:4][CH2:9][CH2:8]4)[CH2:15][CH2:14]3)[N:17]=[C:18]([C:33]3[CH:38]=[CH:37][C:36]([O:56][C:54]4[CH:53]=[CH:12][CH:11]=[CH:10][CH:15]=4)=[C:35]([NH:46][C:47](=[O:50])[CH:48]=[CH2:49])[CH:34]=3)[C:19]=12.[C:54]([OH:56])([C:53]([F:58])([F:57])[F:52])=[O:55], predict the reactants needed to synthesize it. (5) Given the product [O:62]=[C:60]1[NH:59][C:58](=[O:63])[CH:57]([CH2:56][C:55]2[CH:64]=[CH:65][C:52]([O:51][CH2:50][C:48]3[N:47]([CH3:66])[C:46]4[CH:67]=[C:42]([O:41][C:40]5[CH:39]=[C:38]([NH:37][C:33]([NH:30][C:2]6[CH:7]=[CH:6][C:5]([CH3:8])=[CH:4][CH:3]=6)=[O:18])[CH:70]=[CH:69][CH:68]=5)[CH:43]=[CH:44][C:45]=4[N:49]=3)=[CH:53][CH:54]=2)[S:61]1, predict the reactants needed to synthesize it. The reactants are: C[C:2]1[CH:3]=[CH:4][C:5]([C:8](O)=O)=[CH:6][CH:7]=1.C1(P(N=[N+]=[N-])(C2C=CC=CC=2)=[O:18])C=CC=CC=1.C([N:30]([CH2:33]C)CC)C.Cl.Cl.[NH2:37][C:38]1[CH:39]=[C:40]([CH:68]=[CH:69][CH:70]=1)[O:41][C:42]1[CH:43]=[CH:44][C:45]2[N:49]=[C:48]([CH2:50][O:51][C:52]3[CH:65]=[CH:64][C:55]([CH2:56][CH:57]4[S:61][C:60](=[O:62])[NH:59][C:58]4=[O:63])=[CH:54][CH:53]=3)[N:47]([CH3:66])[C:46]=2[CH:67]=1. (6) Given the product [F:37][C:33]1[CH:32]=[C:31]2[C:36](=[CH:35][CH:34]=1)[N:28]([C:26]([C:24]1[CH:23]=[C:22]([O:38][CH3:39])[N:21]=[C:20]([N:3]3[CH2:4][CH2:5][CH:6]([N:9]4[C:17]5[C:12](=[N:13][CH:14]=[CH:15][CH:16]=5)[NH:11][C:10]4=[O:18])[CH2:7][CH2:8]3)[CH:25]=1)=[O:27])[CH2:29][CH2:30]2, predict the reactants needed to synthesize it. The reactants are: Cl.Cl.[NH:3]1[CH2:8][CH2:7][CH:6]([N:9]2[C:17]3[C:12](=[N:13][CH:14]=[CH:15][CH:16]=3)[NH:11][C:10]2=[O:18])[CH2:5][CH2:4]1.Cl[C:20]1[CH:25]=[C:24]([C:26]([N:28]2[C:36]3[C:31](=[CH:32][C:33]([F:37])=[CH:34][CH:35]=3)[CH2:30][CH2:29]2)=[O:27])[CH:23]=[C:22]([O:38][CH3:39])[N:21]=1.C(=O)([O-])[O-].[K+].[K+]. (7) Given the product [Cl:15][C:11]1[CH:10]=[C:9]([C:7]2[N:6]=[C:5]3[CH2:16][CH2:17][CH2:18][C:4]3=[C:3]([NH:19][C:20]3[CH:21]=[CH:22][C:23]([CH2:26][C:27]([O:29][CH3:30])=[O:28])=[CH:24][CH:25]=3)[CH:8]=2)[CH:14]=[CH:13][CH:12]=1, predict the reactants needed to synthesize it. The reactants are: Cl.Cl[C:3]1[CH:8]=[C:7]([C:9]2[CH:14]=[CH:13][CH:12]=[C:11]([Cl:15])[CH:10]=2)[N:6]=[C:5]2[CH2:16][CH2:17][CH2:18][C:4]=12.[NH2:19][C:20]1[CH:25]=[CH:24][C:23]([CH2:26][C:27]([O:29][CH3:30])=[O:28])=[CH:22][CH:21]=1.